Dataset: Forward reaction prediction with 1.9M reactions from USPTO patents (1976-2016). Task: Predict the product of the given reaction. (1) The product is: [NH2:1][C:2]1[N:7]=[CH:6][N:5]=[C:4]2[N:8]([CH:48]3[CH2:47][CH2:46][N:51]([C:31](=[O:33])[CH2:30][CH2:29][C:28](=[O:27])/[CH:34]=[CH:35]/[CH3:36])[CH2:50][CH2:49]3)[N:9]=[C:10]([C:11]3[NH:12][C:13]4[C:18]([CH:19]=3)=[CH:17][C:16]([OH:20])=[CH:15][CH:14]=4)[C:3]=12. Given the reactants [NH2:1][C:2]1[N:7]=[CH:6][N:5]=[C:4]2[N:8]([C@@H]3CCCNC3)[N:9]=[C:10]([C:11]3[NH:12][C:13]4[C:18]([CH:19]=3)=[CH:17][C:16]([OH:20])=[CH:15][CH:14]=4)[C:3]=12.[O:27]=[C:28](/[CH:34]=[CH:35]/[CH3:36])[CH2:29][CH2:30][C:31]([OH:33])=O.CN(C(ON1N=N[C:47]2[CH:48]=[CH:49][CH:50]=[N:51][C:46]1=2)=[N+](C)C)C.F[P-](F)(F)(F)(F)F.CCN(C(C)C)C(C)C, predict the reaction product. (2) Given the reactants [C:1]([N:4]1[CH2:9][CH2:8][N:7]([C:10]2[CH:15]=[CH:14][C:13]([NH:16][C:17]3[N:25]=[C:24]4[C:20]([N:21]=[CH:22][NH:23]4)=[C:19]([N:26]4[CH2:31][CH2:30][CH2:29][CH:28]([C:32]([O:34]CCCC)=[O:33])[CH2:27]4)[N:18]=3)=[CH:12][CH:11]=2)[CH2:6][CH2:5]1)(=[O:3])[CH3:2].[Li+].[OH-].CC(O)=O, predict the reaction product. The product is: [C:1]([N:4]1[CH2:5][CH2:6][N:7]([C:10]2[CH:11]=[CH:12][C:13]([NH:16][C:17]3[N:25]=[C:24]4[C:20]([N:21]=[CH:22][NH:23]4)=[C:19]([N:26]4[CH2:31][CH2:30][CH2:29][CH:28]([C:32]([OH:34])=[O:33])[CH2:27]4)[N:18]=3)=[CH:14][CH:15]=2)[CH2:8][CH2:9]1)(=[O:3])[CH3:2]. (3) Given the reactants [N:1]1([C:7]([C@@H:9]2[CH2:14][C@H:13]([NH:15][S:16]([C:19]3[CH:24]=[CH:23][CH:22]=[CH:21][C:20]=3[N+:25]([O-:27])=[O:26])(=[O:18])=[O:17])[CH2:12][N:11]([C:28]([O:30][C:31]([CH3:34])([CH3:33])[CH3:32])=[O:29])[CH2:10]2)=[O:8])[CH2:6][CH2:5][O:4][CH2:3][CH2:2]1.C(=O)([O-])[O-].[Cs+].[Cs+].I[CH2:42][CH2:43][CH3:44], predict the reaction product. The product is: [N:1]1([C:7]([C@@H:9]2[CH2:14][C@H:13]([N:15]([S:16]([C:19]3[CH:24]=[CH:23][CH:22]=[CH:21][C:20]=3[N+:25]([O-:27])=[O:26])(=[O:17])=[O:18])[CH2:42][CH2:43][CH3:44])[CH2:12][N:11]([C:28]([O:30][C:31]([CH3:34])([CH3:33])[CH3:32])=[O:29])[CH2:10]2)=[O:8])[CH2:6][CH2:5][O:4][CH2:3][CH2:2]1. (4) Given the reactants [Cl:1][C:2]1[N:3]=[C:4]([C:18]#[N:19])[NH:5][C:6]=1[C:7]1[CH:8]=[C:9]([CH:14]=[CH:15][C:16]=1[CH3:17])[C:10]([O:12]C)=[O:11].[Li+].[OH-], predict the reaction product. The product is: [Cl:1][C:2]1[N:3]=[C:4]([C:18]#[N:19])[NH:5][C:6]=1[C:7]1[CH:8]=[C:9]([CH:14]=[CH:15][C:16]=1[CH3:17])[C:10]([OH:12])=[O:11]. (5) Given the reactants Br[C:2]1[CH:3]=[C:4]([S:8]([NH:11][C:12]([CH3:15])([CH3:14])[CH3:13])(=[O:10])=[O:9])[CH:5]=[N:6][CH:7]=1.B1(B2OC(C)(C)C(C)(C)O2)OC(C)(C)C(C)(C)O1.C([O-])(=O)C.[K+].Br[C:40]1[CH:41]=[CH:42][C:43]2[N:44]([N:46]=[C:47]([NH2:49])[N:48]=2)[CH:45]=1.C([O-])([O-])=O.[Na+].[Na+], predict the reaction product. The product is: [C:12]([NH:11][S:8]([C:4]1[CH:5]=[N:6][CH:7]=[C:2]([C:40]2[CH:41]=[CH:42][C:43]3[N:44]([N:46]=[C:47]([NH2:49])[N:48]=3)[CH:45]=2)[CH:3]=1)(=[O:10])=[O:9])([CH3:15])([CH3:14])[CH3:13]. (6) The product is: [F:6][CH:7]([F:20])[O:8][C:9]1[CH:16]=[CH:15][C:12]([CH:13]([NH2:22])[CH2:31][S:32]([CH3:35])(=[O:34])=[O:33])=[CH:11][C:10]=1[O:17][CH2:18][CH3:19]. Given the reactants C1COCC1.[F:6][CH:7]([F:20])[O:8][C:9]1[CH:16]=[CH:15][C:12]([CH:13]=O)=[CH:11][C:10]=1[O:17][CH2:18][CH3:19].[Li][N:22]([Si](C)(C)C)[Si](C)(C)C.[CH3:31][S:32]([CH3:35])(=[O:34])=[O:33], predict the reaction product. (7) Given the reactants [C:1]([O:5][C:6]([N:8]1[CH2:18][CH2:17][C:11]2([CH2:15][NH:14][C:13](=O)[CH2:12]2)[CH2:10][CH2:9]1)=[O:7])([CH3:4])([CH3:3])[CH3:2].B.C1COCC1, predict the reaction product. The product is: [C:1]([O:5][C:6]([N:8]1[CH2:9][CH2:10][C:11]2([CH2:15][NH:14][CH2:13][CH2:12]2)[CH2:17][CH2:18]1)=[O:7])([CH3:4])([CH3:2])[CH3:3]. (8) Given the reactants [CH3:1][C:2]1([CH3:16])[CH2:7][NH:6][CH2:5][C:4]2[CH:8]=[C:9]([C:11]([O:13][CH2:14][CH3:15])=[O:12])[S:10][C:3]1=2.CCN(C(C)C)C(C)C.[N+:26]([C:29]1[CH:34]=[CH:33][CH:32]=[CH:31][C:30]=1[S:35](Cl)(=[O:37])=[O:36])([O-:28])=[O:27], predict the reaction product. The product is: [CH3:1][C:2]1([CH3:16])[CH2:7][N:6]([S:35]([C:30]2[CH:31]=[CH:32][CH:33]=[CH:34][C:29]=2[N+:26]([O-:28])=[O:27])(=[O:36])=[O:37])[CH2:5][C:4]2[CH:8]=[C:9]([C:11]([O:13][CH2:14][CH3:15])=[O:12])[S:10][C:3]1=2. (9) Given the reactants Cl[C:2]1[N:7]=[C:6]([C:8]2[S:12][C:11]([NH:13][CH2:14][CH3:15])=[N:10][C:9]=2[C:16]2[CH:21]=[C:20]([O:22][CH3:23])[CH:19]=[C:18]([CH3:24])[CH:17]=2)[CH:5]=[CH:4][N:3]=1.[O:25]=[S:26]1(=[O:39])[CH2:31][CH2:30][N:29]([C:32]2[N:37]=[CH:36][C:35]([NH2:38])=[CH:34][CH:33]=2)[CH2:28][CH2:27]1.CC(O)C.Cl, predict the reaction product. The product is: [O:39]=[S:26]1(=[O:25])[CH2:27][CH2:28][N:29]([C:32]2[N:37]=[CH:36][C:35]([NH:38][C:2]3[N:7]=[C:6]([C:8]4[S:12][C:11]([NH:13][CH2:14][CH3:15])=[N:10][C:9]=4[C:16]4[CH:21]=[C:20]([O:22][CH3:23])[CH:19]=[C:18]([CH3:24])[CH:17]=4)[CH:5]=[CH:4][N:3]=3)=[CH:34][CH:33]=2)[CH2:30][CH2:31]1. (10) Given the reactants [CH3:1][O:2][C:3]1[C:4]2[CH:11]=[CH:10][NH:9][C:5]=2[N:6]=[CH:7][N:8]=1.[C:12]1([CH3:22])[CH:17]=[CH:16][C:15]([S:18](Cl)(=[O:20])=[O:19])=[CH:14][CH:13]=1.[OH-].[Na+], predict the reaction product. The product is: [CH3:1][O:2][C:3]1[C:4]2[CH:11]=[CH:10][N:9]([S:18]([C:15]3[CH:16]=[CH:17][C:12]([CH3:22])=[CH:13][CH:14]=3)(=[O:20])=[O:19])[C:5]=2[N:6]=[CH:7][N:8]=1.